From a dataset of Forward reaction prediction with 1.9M reactions from USPTO patents (1976-2016). Predict the product of the given reaction. Given the reactants Cl.Cl.[Cl:3][C:4]1[CH:24]=[C:23]([NH:25][CH3:26])[CH:22]=[CH:21][C:5]=1[CH2:6][N:7]1[C:11]2=[N:12][C:13]([C:16]([O:18][CH3:19])=[O:17])=[CH:14][CH:15]=[C:10]2[N:9]=[C:8]1[CH3:20].N1C=CC=CC=1.[C:33](Cl)(=[O:37])[O:34][CH2:35][CH3:36], predict the reaction product. The product is: [Cl:3][C:4]1[CH:24]=[C:23]([N:25]([C:33]([O:34][CH2:35][CH3:36])=[O:37])[CH3:26])[CH:22]=[CH:21][C:5]=1[CH2:6][N:7]1[C:11]2=[N:12][C:13]([C:16]([O:18][CH3:19])=[O:17])=[CH:14][CH:15]=[C:10]2[N:9]=[C:8]1[CH3:20].